The task is: Predict the product of the given reaction.. This data is from Forward reaction prediction with 1.9M reactions from USPTO patents (1976-2016). Given the reactants [CH3:1][O:2][C:3]1[CH:8]=[C:7]([NH:9][S:10]([C:13]2[CH:18]=[CH:17][C:16]([N+:19]([O-])=O)=[CH:15][CH:14]=2)(=[O:12])=[O:11])[CH:6]=[CH:5][N:4]=1.O, predict the reaction product. The product is: [NH2:19][C:16]1[CH:17]=[CH:18][C:13]([S:10]([NH:9][C:7]2[CH:6]=[CH:5][N:4]=[C:3]([O:2][CH3:1])[CH:8]=2)(=[O:11])=[O:12])=[CH:14][CH:15]=1.